From a dataset of Full USPTO retrosynthesis dataset with 1.9M reactions from patents (1976-2016). Predict the reactants needed to synthesize the given product. (1) Given the product [CH3:16][O:17][C:18](=[O:32])[C:19]1[CH:24]=[C:23]([N:25]2[CH2:29][CH2:28][O:27][C:26]2=[O:30])[CH:22]=[C:21]([N:7]2[C:8]3[C:4](=[CH:3][C:2]([F:1])=[CH:10][CH:9]=3)[C@@:5]3([CH2:13][C:12]3([CH3:15])[CH3:14])[C:6]2=[O:11])[CH:20]=1, predict the reactants needed to synthesize it. The reactants are: [F:1][C:2]1[CH:3]=[C:4]2[C:8](=[CH:9][CH:10]=1)[NH:7][C:6](=[O:11])[C@@:5]12[CH2:13][C:12]1([CH3:15])[CH3:14].[CH3:16][O:17][C:18](=[O:32])[C:19]1[CH:24]=[C:23]([N:25]2[CH2:29][CH2:28][O:27][C:26]2=[O:30])[CH:22]=[C:21](Br)[CH:20]=1.C(=O)([O-])[O-].[K+].[K+].CNCCNC. (2) The reactants are: Cl.[CH2:2]1[CH:6]2[CH2:7][NH:8][CH2:9][CH:5]2[CH2:4][N:3]1[C:10]1[S:11][C:12]([C:15]2[N:16]=[N:17][N:18]([CH2:20][C:21]([O:23][CH2:24][CH3:25])=[O:22])[N:19]=2)=[CH:13][N:14]=1.C1C=CC(P(C2C(C3C(P(C4C=CC=CC=4)C4C=CC=CC=4)=CC=C4C=3C=CC=C4)=C3C(C=CC=C3)=CC=2)C2C=CC=CC=2)=CC=1.C(=O)([O-])[O-].[Cs+].[Cs+].[Cl:78][C:79]1[CH:84]=[CH:83][CH:82]=[CH:81][C:80]=1I. Given the product [Cl:78][C:79]1[CH:84]=[CH:83][CH:82]=[CH:81][C:80]=1[N:8]1[CH2:7][CH:6]2[CH2:2][N:3]([C:10]3[S:11][C:12]([C:15]4[N:16]=[N:17][N:18]([CH2:20][C:21]([O:23][CH2:24][CH3:25])=[O:22])[N:19]=4)=[CH:13][N:14]=3)[CH2:4][CH:5]2[CH2:9]1, predict the reactants needed to synthesize it. (3) Given the product [CH3:1][O:2][C:3]1[CH:4]=[CH:5][C:6]2[NH:12][C:11](=[O:13])[N:10]([CH:14]3[CH2:19][CH2:18][N:17]([C:22]4[CH:23]=[C:24]([NH:28][C:29]5[CH:38]=[C:37]([CH3:39])[C:32]6[NH:33][C:34](=[O:36])[O:35][C:31]=6[CH:30]=5)[N:25]=[CH:26][N:27]=4)[CH2:16][CH2:15]3)[CH2:9][CH2:8][C:7]=2[CH:20]=1, predict the reactants needed to synthesize it. The reactants are: [CH3:1][O:2][C:3]1[CH:4]=[CH:5][C:6]2[NH:12][C:11](=[O:13])[N:10]([CH:14]3[CH2:19][CH2:18][NH:17][CH2:16][CH2:15]3)[CH2:9][CH2:8][C:7]=2[CH:20]=1.Cl[C:22]1[N:27]=[CH:26][N:25]=[C:24]([NH:28][C:29]2[CH:38]=[C:37]([CH3:39])[C:32]3[NH:33][C:34](=[O:36])[O:35][C:31]=3[CH:30]=2)[CH:23]=1.CCN(C(C)C)C(C)C.